The task is: Predict which catalyst facilitates the given reaction.. This data is from Catalyst prediction with 721,799 reactions and 888 catalyst types from USPTO. (1) Reactant: [Cl:1][C:2]1[CH:10]=[CH:9][CH:8]=[C:7]2[C:3]=1[C:4]([C:15]([OH:17])=O)=[CH:5][N:6]2[CH:11]1[CH2:14][O:13][CH2:12]1.[F:18][C:19]1([F:31])[CH2:24][CH:23]([C:25]([F:28])([F:27])[F:26])[CH2:22][CH:21]([CH2:29][NH2:30])[CH2:20]1.CN(C(ON1N=NC2C=CC=NC1=2)=[N+](C)C)C.F[P-](F)(F)(F)(F)F.CCN(C(C)C)C(C)C. Product: [Cl:1][C:2]1[CH:10]=[CH:9][CH:8]=[C:7]2[C:3]=1[C:4]([C:15]([NH:30][CH2:29][CH:21]1[CH2:22][CH:23]([C:25]([F:26])([F:27])[F:28])[CH2:24][C:19]([F:18])([F:31])[CH2:20]1)=[O:17])=[CH:5][N:6]2[CH:11]1[CH2:12][O:13][CH2:14]1. The catalyst class is: 3. (2) Product: [F:1][C:2]1[CH:7]=[C:6]([O:8][CH:22]2[CH2:26][CH2:25][CH2:24][C:23]2=[O:27])[CH:5]=[CH:4][C:3]=1[CH:9]([CH3:14])[C:10]([OH:12])=[O:11]. Reactant: [F:1][C:2]1[CH:7]=[C:6]([OH:8])[CH:5]=[CH:4][C:3]=1[CH:9]([CH3:14])[C:10]([O:12]C)=[O:11].C(=O)([O-])[O-].[K+].[K+].Cl[CH:22]1[CH2:26][CH2:25][CH2:24][C:23]1=[O:27]. The catalyst class is: 3. (3) Reactant: C(O)(C(F)(F)F)=O.C(OC([N:15]1[CH2:20][CH2:19][N:18]([CH2:21][C:22]2[CH:27]=[CH:26][C:25]([Cl:28])=[C:24]([Cl:29])[CH:23]=2)[CH2:17][CH2:16]1)=O)(C)(C)C.[OH-].[Na+]. Product: [Cl:29][C:24]1[CH:23]=[C:22]([CH:27]=[CH:26][C:25]=1[Cl:28])[CH2:21][N:18]1[CH2:19][CH2:20][NH:15][CH2:16][CH2:17]1. The catalyst class is: 2. (4) Reactant: CC1(C)C(C)(C)OB(/[CH:9]=[CH:10]/[CH:11]2[CH2:16][CH2:15][N:14]([C:17]([O:19][C:20]([CH3:23])([CH3:22])[CH3:21])=[O:18])[CH2:13][CH2:12]2)O1.I[C:26]1[C:34]2[O:33][CH2:32][C:31](=[O:35])[C:30]=2[CH:29]=[CH:28][C:27]=1[O:36][CH3:37].C(=O)([O-])[O-].[Na+].[Na+].O. Product: [CH3:37][O:36][C:27]1[CH:28]=[CH:29][C:30]2[C:31](=[O:35])[CH2:32][O:33][C:34]=2[C:26]=1/[CH:9]=[CH:10]/[CH:11]1[CH2:12][CH2:13][N:14]([C:17]([O:19][C:20]([CH3:21])([CH3:22])[CH3:23])=[O:18])[CH2:15][CH2:16]1. The catalyst class is: 77. (5) Reactant: Br[C:2]1[C:7]2[C:8]([NH2:11])=[N:9][NH:10][C:6]=2[CH:5]=[CH:4][N:3]=1.[F:12][C:13]1[CH:18]=[CH:17][C:16]([C:19]([F:22])([F:21])[F:20])=[CH:15][C:14]=1[NH:23][C:24]([NH:26][C:27]1[CH:32]=[CH:31][C:30](B2OC(C)(C)C(C)(C)O2)=[CH:29][CH:28]=1)=[O:25].C(=O)(O)[O-].[Na+].C(OCC)(=O)C. Product: [NH2:11][C:8]1[C:7]2[C:2]([C:30]3[CH:29]=[CH:28][C:27]([NH:26][C:24]([NH:23][C:14]4[CH:15]=[C:16]([C:19]([F:20])([F:22])[F:21])[CH:17]=[CH:18][C:13]=4[F:12])=[O:25])=[CH:32][CH:31]=3)=[N:3][CH:4]=[CH:5][C:6]=2[NH:10][N:9]=1. The catalyst class is: 70. (6) Reactant: [Cl:1][C:2]1[C:3]2[N:4]([N:12]=[C:13]([NH2:15])[N:14]=2)[CH:5]=[C:6]([C:8]([F:11])([F:10])[F:9])[CH:7]=1.Br[C:17]1[CH:22]=[CH:21][C:20]([N:23]2[CH:27]=[C:26]([CH3:28])[N:25]=[CH:24]2)=[C:19]([O:29][CH3:30])[CH:18]=1.C(Cl)Cl. Product: [Cl:1][C:2]1[C:3]2[N:4]([N:12]=[C:13]([NH:15][C:17]3[CH:22]=[CH:21][C:20]([N:23]4[CH:27]=[C:26]([CH3:28])[N:25]=[CH:24]4)=[C:19]([O:29][CH3:30])[CH:18]=3)[N:14]=2)[CH:5]=[C:6]([C:8]([F:10])([F:11])[F:9])[CH:7]=1. The catalyst class is: 61. (7) Reactant: [OH:1][CH2:2][C:3]([NH:6][C:7]([C:9]1[C:10]2[CH2:11][C@H:12]3[CH2:23][C@H:13]3[C:14]=2[N:15]([CH:17]2[CH2:22][CH2:21][S:20][CH2:19][CH2:18]2)[N:16]=1)=[O:8])([CH3:5])[CH3:4].C1C=C(Cl)C=C(C(OO)=[O:32])C=1. Product: [OH:1][CH2:2][C:3]([NH:6][C:7]([C:9]1[C:10]2[CH2:11][C@H:12]3[CH2:23][C@H:13]3[C:14]=2[N:15]([CH:17]2[CH2:18][CH2:19][S:20](=[O:32])[CH2:21][CH2:22]2)[N:16]=1)=[O:8])([CH3:5])[CH3:4]. The catalyst class is: 4.